Predict the reaction yield, written as a fraction of the theoretical maximum amount of product (1.0 means a 100% yield; for example, 0.34 means a 34% yield). From a dataset of Reaction yield outcomes from USPTO patents with 853,638 reactions. (1) The reactants are [CH3:1][CH:2]([CH3:8])/[CH:3]=[CH:4]/[C:5]([OH:7])=O.C(Cl)(=O)C(Cl)=O.Cl.[CH3:16][C:17]1[C:22]([CH:23]2[CH2:28][CH2:27][NH:26][CH2:25][CH2:24]2)=[CH:21][CH:20]=[CH:19][N:18]=1.CCN(C(C)C)C(C)C. The catalyst is ClCCl.CN(C=O)C. The product is [CH3:8][CH:2]([CH3:1])/[CH:3]=[CH:4]/[C:5]([N:26]1[CH2:27][CH2:28][CH:23]([C:22]2[C:17]([CH3:16])=[N:18][CH:19]=[CH:20][CH:21]=2)[CH2:24][CH2:25]1)=[O:7]. The yield is 0.150. (2) The reactants are [O:1]([C:9]1[CH:10]=[C:11]([CH:14]=[CH:15][C:16]=1[O:17][Si:18]([C:21]([CH3:24])([CH3:23])[CH3:22])([CH3:20])[CH3:19])[CH:12]=[O:13])[Si:2]([C:5]([CH3:8])([CH3:7])[CH3:6])([CH3:4])[CH3:3].[N+:25]([CH3:28])([O-:27])=[O:26].Cl. The catalyst is C1COCC1. The product is [O:1]([C:9]1[CH:10]=[C:11]([C@@H:12]([OH:13])[CH2:28][N+:25]([O-:27])=[O:26])[CH:14]=[CH:15][C:16]=1[O:17][Si:18]([C:21]([CH3:24])([CH3:23])[CH3:22])([CH3:19])[CH3:20])[Si:2]([C:5]([CH3:8])([CH3:7])[CH3:6])([CH3:4])[CH3:3]. The yield is 0.930. (3) The reactants are C1C2C(=CC=CC=2)C=[N:3][N:2]=1.[Br:11][C:12]1[CH:13]=[C:14]2[C:19](=O)[O:18][C:16](=[O:17])[C:15]2=[CH:21][CH:22]=1.NN. The catalyst is C(O)(C)C. The product is [Br:11][C:12]1[CH:13]=[C:14]2[C:15](=[CH:21][CH:22]=1)[C:16]([OH:17])=[N:3][N:2]=[C:19]2[OH:18]. The yield is 1.00.